This data is from Retrosynthesis with 50K atom-mapped reactions and 10 reaction types from USPTO. The task is: Predict the reactants needed to synthesize the given product. (1) The reactants are: Clc1cccc(Cc2ncc3c(n2)CCN(Cc2ccccc2)CC3)c1. Given the product Clc1cccc(Cc2ncc3c(n2)CCNCC3)c1, predict the reactants needed to synthesize it. (2) The reactants are: CC(C#N)N1C(=O)COc2nc(-c3ccc(C4(NC(=O)OC(C)(C)C)CCC4)cc3)c(-c3ccccc3)cc21. Given the product CC(C#N)N1C(=O)COc2nc(-c3ccc(C4(N)CCC4)cc3)c(-c3ccccc3)cc21, predict the reactants needed to synthesize it. (3) Given the product C=CCCn1c(=O)c(-c2ccc(-c3cncc(C)n3)cc2Cl)cc2cnc(SC)nc21, predict the reactants needed to synthesize it. The reactants are: C=CCCBr.CSc1ncc2cc(-c3ccc(-c4cncc(C)n4)cc3Cl)c(=O)[nH]c2n1. (4) Given the product CCN1CCN(c2ccc(C(=O)Nc3cc(OCc4cc(OC)cc(OC)c4)n[nH]3)s2)CC1, predict the reactants needed to synthesize it. The reactants are: CCOC(=O)c1ccc(N2CCN(CC)CC2)s1.COc1cc(COc2cc(N)[nH]n2)cc(OC)c1. (5) Given the product CNCc1cc2cnccc2s1, predict the reactants needed to synthesize it. The reactants are: CN.O=Cc1cc2cnccc2s1. (6) The reactants are: O=C(OCc1cncs1)N(Cc1ccccc1)CC(O)CN(Cc1ccccc1)C(=O)OCc1cncs1. Given the product O=C(CN(Cc1ccccc1)C(=O)OCc1cncs1)CN(Cc1ccccc1)C(=O)OCc1cncs1, predict the reactants needed to synthesize it.